This data is from Reaction yield outcomes from USPTO patents with 853,638 reactions. The task is: Predict the reaction yield, written as a fraction of the theoretical maximum amount of product (1.0 means a 100% yield; for example, 0.34 means a 34% yield). (1) The reactants are C([O:8][C@@H:9]1[C@@H:17]([CH2:18][C:19]([F:22])([F:21])[F:20])[O:16][C@H:15]2[C@H:11]([N:12]=[C:13]([N:23]([CH3:25])[CH3:24])[S:14]2)[C@H:10]1[O:26]CC1C=CC=CC=1)C1C=CC=CC=1.B(Cl)(Cl)Cl.CO.[NH4+].[OH-]. The catalyst is ClCCl. The product is [CH3:25][N:23]([CH3:24])[C:13]1[S:14][C@H:15]2[O:16][C@H:17]([CH2:18][C:19]([F:22])([F:20])[F:21])[C@@H:9]([OH:8])[C@H:10]([OH:26])[C@H:11]2[N:12]=1. The yield is 0.490. (2) The reactants are [C:1](Cl)(=[O:3])[CH3:2].C(N(CC)CC)C.[NH2:12][C:13]1[CH:14]=[N:15][C:16]2[C:21]([CH:22]=1)=[CH:20][CH:19]=[CH:18][CH:17]=2.Cl. The catalyst is ClCCl.C(Cl)(Cl)Cl. The product is [C:1]([NH:12][C:13]1[CH:14]=[N:15][C:16]2[C:21]([CH:22]=1)=[CH:20][CH:19]=[CH:18][CH:17]=2)(=[O:3])[CH3:2]. The yield is 0.840. (3) The reactants are [CH3:1][O:2][C:3]1[CH:4]=[CH:5][C:6]2[N:7]([N:9]=[C:10]([NH2:12])[N:11]=2)[CH:8]=1.[C:13](N1C=CC=CC1=O)(N1C=CC=CC1=O)=[S:14]. The catalyst is ClCCl. The product is [N:12]([C:10]1[N:11]=[C:6]2[CH:5]=[CH:4][C:3]([O:2][CH3:1])=[CH:8][N:7]2[N:9]=1)=[C:13]=[S:14]. The yield is 0.440. (4) The reactants are [CH3:1][N:2]1[C:10]2[C:5](=[N:6][C:7]([C@@H:17]([NH2:19])[CH3:18])=[C:8]([N:11]3[CH2:16][CH2:15][O:14][CH2:13][CH2:12]3)[CH:9]=2)[CH:4]=[CH:3]1.[Cl:20][C:21]1[C:26]([C:27]#[N:28])=[C:25](Cl)[N:24]=[C:23]([S:30][CH3:31])[N:22]=1.CCN(CC)CC. The catalyst is C1COCC1.C(OCC)(=O)C. The product is [Cl:20][C:21]1[C:26]([C:27]#[N:28])=[C:25]([NH:19][C@H:17]([C:7]2[N:6]=[C:5]3[CH:4]=[CH:3][N:2]([CH3:1])[C:10]3=[CH:9][C:8]=2[N:11]2[CH2:12][CH2:13][O:14][CH2:15][CH2:16]2)[CH3:18])[N:24]=[C:23]([S:30][CH3:31])[N:22]=1. The yield is 0.590. (5) The reactants are [Br:1][C:2]1[C:3]([CH3:10])=[C:4]([CH:7]=[CH:8][CH:9]=1)[CH:5]=O.[C:11](=[O:18])([O:13][C:14]([CH3:17])([CH3:16])[CH3:15])[NH2:12].[SiH](CC)(CC)CC.FC(F)(F)C(O)=O. The catalyst is C(#N)C. The product is [Br:1][C:2]1[C:3]([CH3:10])=[C:4]([CH2:5][NH:12][C:11](=[O:18])[O:13][C:14]([CH3:17])([CH3:16])[CH3:15])[CH:7]=[CH:8][CH:9]=1. The yield is 0.170.